Dataset: Forward reaction prediction with 1.9M reactions from USPTO patents (1976-2016). Task: Predict the product of the given reaction. (1) Given the reactants [Br:1][C:2]1[CH:3]=[C:4]2[C:9](=[CH:10][C:11]=1[OH:12])[O:8][C:7](=[O:13])[CH:6]=[C:5]2[CH2:14]Cl.C1C=CC=CC=1.N12CCCN=C1CCCCC2.[C:33]([OH:36])(=[O:35])[CH3:34], predict the reaction product. The product is: [C:33]([O:36][CH2:14][C:5]1[C:4]2[C:9](=[CH:10][C:11]([OH:12])=[C:2]([Br:1])[CH:3]=2)[O:8][C:7](=[O:13])[CH:6]=1)(=[O:35])[CH3:34]. (2) Given the reactants [C:1]([O:4][CH2:5][C:6]1[CH:15]=[CH:14][C:13]2[C:8](=[CH:9][C:10]([CH3:34])=[C:11]([C@H:23]([O:29][C:30]([CH3:33])([CH3:32])[CH3:31])[C:24]([O:26][CH2:27][CH3:28])=[O:25])[C:12]=2[C:16]2[CH:21]=[CH:20][C:19](Cl)=[CH:18][CH:17]=2)[N:7]=1)(=[O:3])[CH3:2].C(O[C@@H](C1C(C2CCCCC=2)=C2C(=CC=1C)[N+]([O-])=C(C)C=C2)C(OCC)=O)(C)(C)C.ClC1C=CC(C2C=C(C)C=C3C=2C=CC(C)=[N+]3[O-])=CC=1, predict the reaction product. The product is: [C:1]([O:4][CH2:5][C:6]1[CH:15]=[CH:14][C:13]2[C:8](=[CH:9][C:10]([CH3:34])=[C:11]([C@H:23]([O:29][C:30]([CH3:33])([CH3:32])[CH3:31])[C:24]([O:26][CH2:27][CH3:28])=[O:25])[C:12]=2[C:16]2[CH2:21][CH2:20][CH2:19][CH2:18][CH:17]=2)[N:7]=1)(=[O:3])[CH3:2]. (3) Given the reactants [CH2:1]([O:8][C:9]1[CH:10]=[C:11]([C:17]2[N:18]=[C:19]([CH:27]3[CH2:30][CH2:29][CH2:28]3)[N:20]3[CH:25]=[CH:24][N:23]=[C:22](Cl)[C:21]=23)[CH:12]=[CH:13][C:14]=1[O:15][CH3:16])[C:2]1[CH:7]=[CH:6][CH:5]=[CH:4][CH:3]=1.C(OC1C=C(C(NC(C2CCC2)=O)C2C(Cl)=NC=C[N:49]=2)C=CC=1OC)C1C=CC=CC=1, predict the reaction product. The product is: [CH2:1]([O:8][C:9]1[CH:10]=[C:11]([C:17]2[N:18]=[C:19]([CH:27]3[CH2:30][CH2:29][CH2:28]3)[N:20]3[CH:25]=[CH:24][N:23]=[C:22]([NH2:49])[C:21]=23)[CH:12]=[CH:13][C:14]=1[O:15][CH3:16])[C:2]1[CH:7]=[CH:6][CH:5]=[CH:4][CH:3]=1. (4) The product is: [CH2:23]([O:22][C:20]([NH:5][C@H:4]([C:6]([O:8][CH2:9][CH3:10])=[O:7])[CH2:3][C:2]([F:1])([CH3:11])[CH3:12])=[O:21])[C:24]1[CH:29]=[CH:28][CH:27]=[CH:26][CH:25]=1. Given the reactants [F:1][C:2]([CH3:12])([CH3:11])[CH2:3][C@@H:4]([C:6]([O:8][CH2:9][CH3:10])=[O:7])[NH2:5].N1C=CC=CC=1.Cl[C:20]([O:22][CH2:23][C:24]1[CH:29]=[CH:28][CH:27]=[CH:26][CH:25]=1)=[O:21].CCOC(C)=O, predict the reaction product. (5) Given the reactants [C:1]([C:3]1[CH:25]=[CH:24][C:6]([C:7]([NH:9][CH2:10][C:11]2[CH:16]=[N:15][C:14]([CH3:17])=[C:13]3[O:18]C(C)(C)[O:20][CH2:21][C:12]=23)=[O:8])=[CH:5][CH:4]=1)#[N:2].C(O)=O, predict the reaction product. The product is: [C:1]([C:3]1[CH:4]=[CH:5][C:6]([C:7]([NH:9][CH2:10][C:11]2[CH:16]=[N:15][C:14]([CH3:17])=[C:13]([OH:18])[C:12]=2[CH2:21][OH:20])=[O:8])=[CH:24][CH:25]=1)#[N:2]. (6) Given the reactants O[C:2]1[C:11]2[C:6](=[N:7][CH:8]=[CH:9][CH:10]=2)[N:5]([C:12]2[CH:17]=[CH:16][CH:15]=[C:14]([C:18]([F:21])([F:20])[F:19])[CH:13]=2)C(=O)[C:3]=1[C:23](=O)[CH2:24][C:25]1[CH:30]=[CH:29][CH:28]=[CH:27][C:26]=1[O:31][C:32]([F:35])([F:34])[F:33].O.[NH2:38][NH2:39].[C:40](=[O:43])([O-])O.[Na+], predict the reaction product. The product is: [F:33][C:32]([F:34])([F:35])[O:31][C:26]1[CH:27]=[CH:28][CH:29]=[CH:30][C:25]=1[CH2:24][C:23]1[C:3]2[C:40](=[O:43])[N:5]([C:12]3[CH:17]=[CH:16][CH:15]=[C:14]([C:18]([F:20])([F:19])[F:21])[CH:13]=3)[C:6]3[N:7]=[CH:8][CH:9]=[CH:10][C:11]=3[C:2]=2[NH:39][N:38]=1. (7) Given the reactants [CH2:1]([N:8]1[C:17]2[C:12](=[C:13](Br)[CH:14]=[CH:15][CH:16]=2)[C:11](=[O:19])[CH:10]=[CH:9]1)[C:2]1[CH:7]=[CH:6][CH:5]=[CH:4][CH:3]=1.[CH3:20][C:21]1[CH:26]=[C:25]([CH3:27])[CH:24]=[C:23]([CH3:28])[C:22]=1B(O)O.C(=O)([O-])[O-].[Cs+].[Cs+], predict the reaction product. The product is: [CH2:1]([N:8]1[C:17]2[C:12](=[C:13]([C:22]3[C:23]([CH3:28])=[CH:24][C:25]([CH3:27])=[CH:26][C:21]=3[CH3:20])[CH:14]=[CH:15][CH:16]=2)[C:11](=[O:19])[CH:10]=[CH:9]1)[C:2]1[CH:7]=[CH:6][CH:5]=[CH:4][CH:3]=1. (8) Given the reactants C(OC1C=[C:11]([NH:23][CH2:24][C:25]2[CH:30]=[CH:29]C(F)=CC=2)N=NC=1OCC1C=CC=CC=1)C1C=CC=CC=1.[CH2:32]([O:39][C:40]1[N:41]=[N:42][C:43](Cl)=[CH:44][C:45]=1[O:46][CH2:47][C:48]1[CH:53]=[CH:52][CH:51]=[CH:50][CH:49]=1)[C:33]1[CH:38]=[CH:37][CH:36]=[CH:35][CH:34]=1.C1(CNC)CC1, predict the reaction product. The product is: [CH2:47]([O:46][C:45]1[CH:44]=[C:43]([N:23]([CH2:24][CH:25]2[CH2:30][CH2:29]2)[CH3:11])[N:42]=[N:41][C:40]=1[O:39][CH2:32][C:33]1[CH:38]=[CH:37][CH:36]=[CH:35][CH:34]=1)[C:48]1[CH:53]=[CH:52][CH:51]=[CH:50][CH:49]=1. (9) Given the reactants [CH3:1][C:2]1[CH:7]=[CH:6][C:5]([C:8]2[CH:13]=[CH:12][C:11]([OH:14])=[CH:10][CH:9]=2)=[CH:4][CH:3]=1.[H-].[Na+].[CH2:17]([O:19][C:20]([C:22]1[O:23][C:24]([CH2:27]Cl)=[CH:25][CH:26]=1)=[O:21])[CH3:18], predict the reaction product. The product is: [CH2:17]([O:19][C:20]([C:22]1[O:23][C:24]([CH2:27][O:14][C:11]2[CH:12]=[CH:13][C:8]([C:5]3[CH:4]=[CH:3][C:2]([CH3:1])=[CH:7][CH:6]=3)=[CH:9][CH:10]=2)=[CH:25][CH:26]=1)=[O:21])[CH3:18]. (10) Given the reactants [CH3:1][C:2]1[O:6][N:5]=[C:4]([C:7]2[CH:12]=[CH:11][CH:10]=[CH:9][CH:8]=2)[C:3]=1[C:13]([NH:15][NH2:16])=[O:14].[F:17][C:18]1[CH:26]=[C:25]([F:27])[CH:24]=[CH:23][C:19]=1[C:20](O)=O, predict the reaction product. The product is: [F:17][C:18]1[CH:26]=[C:25]([F:27])[CH:24]=[CH:23][C:19]=1[C:20]1[O:14][C:13]([C:3]2[C:4]([C:7]3[CH:12]=[CH:11][CH:10]=[CH:9][CH:8]=3)=[N:5][O:6][C:2]=2[CH3:1])=[N:15][N:16]=1.